Dataset: Catalyst prediction with 721,799 reactions and 888 catalyst types from USPTO. Task: Predict which catalyst facilitates the given reaction. (1) Reactant: [C:1]([O:5][C:6](=[O:25])[NH:7][CH2:8][C:9]1[C:14]([C:15]2[CH:20]=[CH:19][C:18]([Cl:21])=[CH:17][C:16]=2[Cl:22])=[CH:13][N:12]=[C:11]([NH:23][NH2:24])[CH:10]=1)([CH3:4])([CH3:3])[CH3:2].Br[C:27]#[N:28].CCOC(C)=O. Product: [C:1]([O:5][C:6](=[O:25])[NH:7][CH2:8][C:9]1[C:14]([C:15]2[CH:20]=[CH:19][C:18]([Cl:21])=[CH:17][C:16]=2[Cl:22])=[CH:13][N:12]2[C:27]([NH2:28])=[N:24][N:23]=[C:11]2[CH:10]=1)([CH3:4])([CH3:2])[CH3:3]. The catalyst class is: 14. (2) Reactant: [F:1][C:2]1[CH:29]=[CH:28][CH:27]=[CH:26][C:3]=1[CH2:4][N:5]1[C:13]2[C:8](=[N:9][C:10]([CH3:14])=[CH:11][CH:12]=2)[C:7]([C:15]2[C:16]([O:21][CH3:22])=[N:17][CH:18]=[CH:19][CH:20]=2)=[C:6]1[C:23]([OH:25])=O.C(C1NC=CN=1)(C1NC=CN=1)=O.[CH:42]1([S:45]([NH2:48])(=[O:47])=[O:46])[CH2:44][CH2:43]1.N12CCCN=C1CCCCC2. Product: [F:1][C:2]1[CH:29]=[CH:28][CH:27]=[CH:26][C:3]=1[CH2:4][N:5]1[C:13]2[C:8](=[N:9][C:10]([CH3:14])=[CH:11][CH:12]=2)[C:7]([C:15]2[C:16]([O:21][CH3:22])=[N:17][CH:18]=[CH:19][CH:20]=2)=[C:6]1[C:23]([NH:48][S:45]([CH:42]1[CH2:44][CH2:43]1)(=[O:47])=[O:46])=[O:25]. The catalyst class is: 355. (3) Reactant: C(=O)(O)N.C([N:9]([C:13]1([C:17]2[CH:22]=[CH:21][C:20]([C:23]3[O:24][C:25]4[CH:37]=[C:36]([C:38](=[O:40])[NH2:39])[CH:35]=[CH:34][C:26]=4[C:27]=3[C:28]3[CH:33]=[CH:32][CH:31]=[CH:30][CH:29]=3)=[CH:19][CH:18]=2)[CH2:16][CH2:15][CH2:14]1)C(=O)O)(C)(C)C.C(O)(C(F)(F)F)=O. Product: [NH2:9][C:13]1([C:17]2[CH:22]=[CH:21][C:20]([C:23]3[O:24][C:25]4[CH:37]=[C:36]([C:38]([NH2:39])=[O:40])[CH:35]=[CH:34][C:26]=4[C:27]=3[C:28]3[CH:33]=[CH:32][CH:31]=[CH:30][CH:29]=3)=[CH:19][CH:18]=2)[CH2:14][CH2:15][CH2:16]1. The catalyst class is: 2. (4) Reactant: [CH2:1]([O:3][CH:4]([O:32][CH2:33][CH3:34])[CH2:5][N:6]1[C:14]2[C:9](=[CH:10][CH:11]=[CH:12][CH:13]=2)[C:8]([CH2:27][C:28](O)=[O:29])([NH:15][C:16]([NH:18][C:19]2[CH:24]=[CH:23][C:22]([CH2:25][OH:26])=[CH:21][CH:20]=2)=[O:17])[C:7]1=[O:31])[CH3:2].Cl.C(N=C=NCCCN(C)C)C.[NH2:47][C:48]1[CH:53]=[CH:52][C:51]([CH3:54])=[CH:50][CH:49]=1. Product: [CH2:1]([O:3][CH:4]([O:32][CH2:33][CH3:34])[CH2:5][N:6]1[C:14]2[C:9](=[CH:10][CH:11]=[CH:12][CH:13]=2)[C:8]([NH:15][C:16]([NH:18][C:19]2[CH:24]=[CH:23][C:22]([CH2:25][OH:26])=[CH:21][CH:20]=2)=[O:17])([CH2:27][C:28]([NH:47][C:48]2[CH:53]=[CH:52][C:51]([CH3:54])=[CH:50][CH:49]=2)=[O:29])[C:7]1=[O:31])[CH3:2]. The catalyst class is: 4. (5) Reactant: [I:1][C:2]1[CH:3]=[C:4]2[C:9](=[C:10]([C:12]([OH:14])=O)[CH:11]=1)[O:8][CH2:7][CH:6]=[CH:5]2.[NH2:15][C@@H:16]([CH2:27][OH:28])[CH2:17][C:18]1[C:26]2[C:21](=[CH:22][CH:23]=[CH:24][CH:25]=2)[NH:20][CH:19]=1.C(Cl)CCl.C1C=CC2N(O)N=NC=2C=1. Product: [OH:28][CH2:27][C@H:16]([NH:15][C:12]([C:10]1[CH:11]=[C:2]([I:1])[CH:3]=[C:4]2[C:9]=1[O:8][CH2:7][CH:6]=[CH:5]2)=[O:14])[CH2:17][C:18]1[C:26]2[C:21](=[CH:22][CH:23]=[CH:24][CH:25]=2)[NH:20][CH:19]=1. The catalyst class is: 18. (6) Reactant: [CH:1]1([N:5]2[CH2:10][CH2:9][N:8]([C:11](=[O:28])[CH2:12][N:13]3[CH2:18][CH2:17][C:16]4([C:26]5[C:21](=[CH:22][CH:23]=[CH:24][CH:25]=5)[NH:20][C:19]4=[O:27])[CH2:15][CH2:14]3)[CH2:7][CH2:6]2)[CH2:4][CH2:3][CH2:2]1.IC.[C:31]([O-])([O-])=O.[Cs+].[Cs+]. Product: [CH:1]1([N:5]2[CH2:10][CH2:9][N:8]([C:11](=[O:28])[CH2:12][N:13]3[CH2:18][CH2:17][C:16]4([C:26]5[C:21](=[CH:22][CH:23]=[CH:24][CH:25]=5)[N:20]([CH3:31])[C:19]4=[O:27])[CH2:15][CH2:14]3)[CH2:7][CH2:6]2)[CH2:2][CH2:3][CH2:4]1. The catalyst class is: 3. (7) Reactant: [OH:1][C:2]([CH3:7])([CH3:6])[C:3](=O)[CH3:4].[C:8](#[N:12])[CH2:9][C:10]#[N:11].[O-]CC.[Na+].[Na]. Product: [NH:11]=[C:10]1[C:9]([C:8]#[N:12])=[C:3]([CH3:4])[C:2]([CH3:7])([CH3:6])[O:1]1. The catalyst class is: 8. (8) The catalyst class is: 4. Reactant: [CH2:1]([O:8][C:9]([C:11]1[CH:16]=[CH:15][C:14]([CH2:17][CH2:18][C:19]2[C:20]3[C:27]([OH:28])=[CH:26][CH:25]=[CH:24][C:21]=3[S:22][CH:23]=2)=[CH:13][CH:12]=1)=[O:10])[C:2]1[CH:7]=[CH:6][CH:5]=[CH:4][CH:3]=1.[C:29]([O:32][C@@H:33]1[C@@H:45]([O:46][C:47](=[O:49])[CH3:48])[C@H:44]([O:50][C:51](=[O:53])[CH3:52])[C@@H:43]([CH2:54][O:55][C:56](=[O:58])[CH3:57])[O:42][C@@H:34]1OC(=N)C(Cl)(Cl)Cl)(=[O:31])[CH3:30].C(=O)([O-])O.[Na+]. Product: [C:29]([O:32][C@@H:33]1[C@@H:45]([O:46][C:47](=[O:49])[CH3:48])[C@H:44]([O:50][C:51](=[O:53])[CH3:52])[C@@H:43]([CH2:54][O:55][C:56](=[O:58])[CH3:57])[O:42][C@H:34]1[O:28][C:27]1[C:20]2[C:19]([CH2:18][CH2:17][C:14]3[CH:15]=[CH:16][C:11]([C:9]([O:8][CH2:1][C:2]4[CH:3]=[CH:4][CH:5]=[CH:6][CH:7]=4)=[O:10])=[CH:12][CH:13]=3)=[CH:23][S:22][C:21]=2[CH:24]=[CH:25][CH:26]=1)(=[O:31])[CH3:30]. (9) Reactant: [N+:1]([O-:4])([OH:3])=[O:2].O.O.O.O.O.O.O.O.O.[N+:14]([O-:17])([O-:16])=[O:15].[Al+3:18].[N+:19]([O-:22])([O-:21])=[O:20].[N+]([O-])([O-])=O. Product: [N+:1]([O-:4])([O-:3])=[O:2].[Al+3:18].[N+:14]([O-:17])([O-:16])=[O:15].[N+:19]([O-:22])([O-:21])=[O:20]. The catalyst class is: 6. (10) Reactant: [Cl:1][C:2]1[CH:7]=[C:6]([CH2:8][N:9]2[CH2:13][CH2:12][CH2:11][C@H:10]2[C:14]([N:16]2[C:25]3[C:20](=[CH:21][CH:22]=[CH:23][CH:24]=3)[N:19]([CH:26]3[CH2:28][CH2:27]3)[CH2:18][CH2:17]2)=[O:15])[C:5]([Cl:29])=[CH:4][C:3]=1[CH2:30][CH2:31][C:32]([O:34]C(C)(C)C)=[O:33].C[Si](Br)(C)C. Product: [Cl:1][C:2]1[CH:7]=[C:6]([CH2:8][N:9]2[CH2:13][CH2:12][CH2:11][C@H:10]2[C:14]([N:16]2[C:25]3[C:20](=[CH:21][CH:22]=[CH:23][CH:24]=3)[N:19]([CH:26]3[CH2:28][CH2:27]3)[CH2:18][CH2:17]2)=[O:15])[C:5]([Cl:29])=[CH:4][C:3]=1[CH2:30][CH2:31][C:32]([OH:34])=[O:33]. The catalyst class is: 4.